The task is: Regression. Given two drug SMILES strings and cell line genomic features, predict the synergy score measuring deviation from expected non-interaction effect.. This data is from NCI-60 drug combinations with 297,098 pairs across 59 cell lines. (1) Drug 1: CCCCC(=O)OCC(=O)C1(CC(C2=C(C1)C(=C3C(=C2O)C(=O)C4=C(C3=O)C=CC=C4OC)O)OC5CC(C(C(O5)C)O)NC(=O)C(F)(F)F)O. Drug 2: CC12CCC3C(C1CCC2O)C(CC4=C3C=CC(=C4)O)CCCCCCCCCS(=O)CCCC(C(F)(F)F)(F)F. Cell line: SK-MEL-5. Synergy scores: CSS=66.9, Synergy_ZIP=-4.18, Synergy_Bliss=-9.11, Synergy_Loewe=-11.9, Synergy_HSA=-7.30. (2) Drug 1: C1CC(=O)NC(=O)C1N2CC3=C(C2=O)C=CC=C3N. Drug 2: C1=NC2=C(N=C(N=C2N1C3C(C(C(O3)CO)O)O)F)N. Cell line: MDA-MB-435. Synergy scores: CSS=-0.413, Synergy_ZIP=3.67, Synergy_Bliss=-5.02, Synergy_Loewe=-23.2, Synergy_HSA=-3.98. (3) Drug 1: CS(=O)(=O)CCNCC1=CC=C(O1)C2=CC3=C(C=C2)N=CN=C3NC4=CC(=C(C=C4)OCC5=CC(=CC=C5)F)Cl. Drug 2: CC12CCC3C(C1CCC2O)C(CC4=C3C=CC(=C4)O)CCCCCCCCCS(=O)CCCC(C(F)(F)F)(F)F. Cell line: SK-MEL-28. Synergy scores: CSS=5.33, Synergy_ZIP=-0.634, Synergy_Bliss=1.09, Synergy_Loewe=0.450, Synergy_HSA=0.443. (4) Drug 1: CCN(CC)CCNC(=O)C1=C(NC(=C1C)C=C2C3=C(C=CC(=C3)F)NC2=O)C. Drug 2: CC1C(C(CC(O1)OC2CC(OC(C2O)C)OC3=CC4=CC5=C(C(=O)C(C(C5)C(C(=O)C(C(C)O)O)OC)OC6CC(C(C(O6)C)O)OC7CC(C(C(O7)C)O)OC8CC(C(C(O8)C)O)(C)O)C(=C4C(=C3C)O)O)O)O. Cell line: KM12. Synergy scores: CSS=72.5, Synergy_ZIP=-0.120, Synergy_Bliss=-1.04, Synergy_Loewe=-1.22, Synergy_HSA=-1.78. (5) Drug 1: C1CC(=O)NC(=O)C1N2CC3=C(C2=O)C=CC=C3N. Drug 2: C(CC(=O)O)C(=O)CN.Cl. Cell line: PC-3. Synergy scores: CSS=14.0, Synergy_ZIP=-5.68, Synergy_Bliss=-4.29, Synergy_Loewe=-2.06, Synergy_HSA=-1.34. (6) Drug 1: C1=NC2=C(N=C(N=C2N1C3C(C(C(O3)CO)O)O)F)N. Drug 2: CCCCC(=O)OCC(=O)C1(CC(C2=C(C1)C(=C3C(=C2O)C(=O)C4=C(C3=O)C=CC=C4OC)O)OC5CC(C(C(O5)C)O)NC(=O)C(F)(F)F)O. Cell line: UACC62. Synergy scores: CSS=56.6, Synergy_ZIP=4.03, Synergy_Bliss=4.20, Synergy_Loewe=-12.6, Synergy_HSA=3.72. (7) Drug 1: C1=CC(=CC=C1C#N)C(C2=CC=C(C=C2)C#N)N3C=NC=N3. Drug 2: CC1=CC=C(C=C1)C2=CC(=NN2C3=CC=C(C=C3)S(=O)(=O)N)C(F)(F)F. Cell line: HS 578T. Synergy scores: CSS=-2.38, Synergy_ZIP=3.16, Synergy_Bliss=1.43, Synergy_Loewe=-3.66, Synergy_HSA=-5.10. (8) Drug 1: C1CCN(CC1)CCOC2=CC=C(C=C2)C(=O)C3=C(SC4=C3C=CC(=C4)O)C5=CC=C(C=C5)O. Drug 2: C1CN(P(=O)(OC1)NCCCl)CCCl. Cell line: OVCAR3. Synergy scores: CSS=-7.89, Synergy_ZIP=1.90, Synergy_Bliss=-3.75, Synergy_Loewe=-6.66, Synergy_HSA=-7.05.